From a dataset of Forward reaction prediction with 1.9M reactions from USPTO patents (1976-2016). Predict the product of the given reaction. (1) The product is: [NH2:13][C:11](=[S:24])[C:9]([NH:8][C:6](=[O:7])[O:5][C:2]([CH3:4])([CH3:3])[CH3:1])([CH3:14])[CH3:10]. Given the reactants [CH3:1][C:2]([O:5][C:6]([NH:8][C:9]([CH3:14])([C:11]([NH2:13])=O)[CH3:10])=[O:7])([CH3:4])[CH3:3].COC1C=CC(P2(SP(C3C=CC(OC)=CC=3)(=S)S2)=[S:24])=CC=1, predict the reaction product. (2) Given the reactants [C:1]([C:5]1[CH:6]=[C:7]([NH:11][C:12]([C:14]2([CH3:20])[CH2:19][CH2:18][NH:17][CH2:16][CH2:15]2)=[O:13])[CH:8]=[CH:9][CH:10]=1)([CH3:4])([CH3:3])[CH3:2].Cl[C:22]1[C:23]2[C:30]([CH3:31])=[CH:29][NH:28][C:24]=2[N:25]=[CH:26][N:27]=1.C(N(CC)C(C)C)(C)C, predict the reaction product. The product is: [C:1]([C:5]1[CH:6]=[C:7]([NH:11][C:12]([C:14]2([CH3:20])[CH2:15][CH2:16][N:17]([C:22]3[C:23]4[C:30]([CH3:31])=[CH:29][NH:28][C:24]=4[N:25]=[CH:26][N:27]=3)[CH2:18][CH2:19]2)=[O:13])[CH:8]=[CH:9][CH:10]=1)([CH3:4])([CH3:2])[CH3:3].